This data is from Catalyst prediction with 721,799 reactions and 888 catalyst types from USPTO. The task is: Predict which catalyst facilitates the given reaction. Reactant: [Cl:1][C:2]1[CH:3]=[CH:4][C:5]2[O:10][CH:9]([C:11]([N:13]3[CH2:18][CH2:17][C:16]([C:27]#[N:28])([CH2:19][C:20]4[CH:25]=[CH:24][C:23]([F:26])=[CH:22][CH:21]=4)[CH2:15][CH2:14]3)=[O:12])[CH2:8][N:7]([C:29]#[N:30])[C:6]=2[CH:31]=1.[NH4+].[Cl-].[N-:34]=[N+:35]=[N-:36].[Na+]. Product: [Cl:1][C:2]1[CH:3]=[CH:4][C:5]2[O:10][CH:9]([C:11]([N:13]3[CH2:18][CH2:17][C:16]([CH2:19][C:20]4[CH:25]=[CH:24][C:23]([F:26])=[CH:22][CH:21]=4)([C:27]#[N:28])[CH2:15][CH2:14]3)=[O:12])[CH2:8][N:7]([C:29]3[N:34]=[N:35][NH:36][N:30]=3)[C:6]=2[CH:31]=1. The catalyst class is: 18.